This data is from Forward reaction prediction with 1.9M reactions from USPTO patents (1976-2016). The task is: Predict the product of the given reaction. Given the reactants CN(C)S([C:6]1[CH:14]=[C:13]2[C:9]([CH:10]=[CH:11][NH:12]2)=[C:8]([Br:15])[CH:7]=1)(=O)=O.BrC1C=C([F:24])C=C([N+]([O-])=O)C=1C, predict the reaction product. The product is: [Br:15][C:8]1[CH:7]=[C:6]([F:24])[CH:14]=[C:13]2[C:9]=1[CH:10]=[CH:11][NH:12]2.